This data is from Forward reaction prediction with 1.9M reactions from USPTO patents (1976-2016). The task is: Predict the product of the given reaction. (1) Given the reactants [CH3:1][C:2]1[NH:6][N:5]=[C:4]([NH:7][C:8]2[CH:13]=[C:12]([N:14]3[CH2:17][CH:16]([N:18]4[CH2:23][CH2:22][O:21][CH2:20][CH2:19]4)[CH2:15]3)[N:11]=[C:10]([CH:24]=[CH:25][C:26]3[CH:31]=[CH:30][CH:29]=[CH:28][CH:27]=3)[N:9]=2)[CH:3]=1.Cl.Cl.N1CC(N2CCOCC2)C1, predict the reaction product. The product is: [CH3:1][C:2]1[NH:6][N:5]=[C:4]([NH:7][C:8]2[CH:13]=[C:12]([N:14]3[CH2:17][CH:16]([N:18]4[CH2:23][CH2:22][O:21][CH2:20][CH2:19]4)[CH2:15]3)[N:11]=[C:10](/[CH:24]=[CH:25]/[C:26]3[CH:31]=[CH:30][CH:29]=[CH:28][CH:27]=3)[N:9]=2)[CH:3]=1. (2) Given the reactants [CH2:1]([CH:8]([NH:22][C:23]([C:25]1[CH:34]=[N:33][C:32]2[C:27](=[CH:28][CH:29]=[CH:30][CH:31]=2)[N:26]=1)=[O:24])[CH:9]([OH:21])[CH2:10][CH:11]([C:18](=[NH:20])[NH2:19])[CH2:12][CH2:13][C:14]([F:17])([CH3:16])[CH3:15])[C:2]1[CH:7]=[CH:6][CH:5]=[CH:4][CH:3]=1.C(N(CC)CC)C.[C:42](Cl)(=[O:44])[CH3:43], predict the reaction product. The product is: [C:42]([N:20]=[C:18]([NH2:19])[CH:11]([CH2:12][CH2:13][C:14]([F:17])([CH3:16])[CH3:15])[CH2:10][CH:9]([OH:21])[CH:8]([NH:22][C:23]([C:25]1[CH:34]=[N:33][C:32]2[C:27](=[CH:28][CH:29]=[CH:30][CH:31]=2)[N:26]=1)=[O:24])[CH2:1][C:2]1[CH:7]=[CH:6][CH:5]=[CH:4][CH:3]=1)(=[O:44])[CH3:43].